Dataset: Reaction yield outcomes from USPTO patents with 853,638 reactions. Task: Predict the reaction yield, written as a fraction of the theoretical maximum amount of product (1.0 means a 100% yield; for example, 0.34 means a 34% yield). (1) The reactants are [NH2:1][C:2]1[S:6][C:5]([C:7]([O:9][CH3:10])=[O:8])=[C:4]([O:11][C@@H:12]([C:14]2[CH:19]=[CH:18][CH:17]=[CH:16][C:15]=2[C:20]([F:23])([F:22])[F:21])[CH3:13])[CH:3]=1.Br[C:25]1[CH:30]=[CH:29][C:28]([Br:31])=[CH:27][C:26]=1[N+:32]([O-:34])=[O:33].C(=O)([O-])[O-].[Cs+].[Cs+]. The catalyst is C1(C)C=CC=CC=1.C1C=CC(/C=C/C(/C=C/C2C=CC=CC=2)=O)=CC=1.C1C=CC(/C=C/C(/C=C/C2C=CC=CC=2)=O)=CC=1.C1C=CC(/C=C/C(/C=C/C2C=CC=CC=2)=O)=CC=1.[Pd].[Pd].C1(P(C2C=CC=CC=2)C2C3OC4C(=CC=CC=4P(C4C=CC=CC=4)C4C=CC=CC=4)C(C)(C)C=3C=CC=2)C=CC=CC=1. The product is [Br:31][C:28]1[CH:29]=[CH:30][C:25]([NH:1][C:2]2[S:6][C:5]([C:7]([O:9][CH3:10])=[O:8])=[C:4]([O:11][C@@H:12]([C:14]3[CH:19]=[CH:18][CH:17]=[CH:16][C:15]=3[C:20]([F:23])([F:21])[F:22])[CH3:13])[CH:3]=2)=[C:26]([N+:32]([O-:34])=[O:33])[CH:27]=1. The yield is 0.610. (2) The reactants are [O:1]1[C:5]2[CH:6]=[CH:7][CH:8]=[CH:9][C:4]=2[CH2:3][CH2:2]1.[N+:10]([O-])([OH:12])=[O:11]. The catalyst is C(O)(=O)C. The product is [N+:10]([C:8]1[CH:7]=[CH:6][C:5]2[O:1][CH2:2][CH2:3][C:4]=2[CH:9]=1)([O-:12])=[O:11]. The yield is 0.444. (3) The reactants are [H-].[Na+].[NH:3]1[C:12]2[C:7](=[CH:8][CH:9]=[CH:10][CH:11]=2)[CH2:6][CH2:5][CH2:4]1.I[CH3:14]. The catalyst is O1CCCC1. The product is [CH3:14][N:3]1[C:12]2[C:7](=[CH:8][CH:9]=[CH:10][CH:11]=2)[CH2:6][CH2:5][CH2:4]1. The yield is 0.610. (4) The reactants are [CH:1]1([C:5]2[O:9][N:8]=[C:7]([C:10]3[C:15]([Cl:16])=[CH:14][N:13]=[CH:12][C:11]=3[Cl:17])[C:6]=2[C:18]([O:20]CC)=[O:19])[CH2:4][CH2:3][CH2:2]1.O1CCCC1.[OH-].[Na+].Cl. The catalyst is CO. The product is [CH:1]1([C:5]2[O:9][N:8]=[C:7]([C:10]3[C:11]([Cl:17])=[CH:12][N:13]=[CH:14][C:15]=3[Cl:16])[C:6]=2[C:18]([OH:20])=[O:19])[CH2:2][CH2:3][CH2:4]1. The yield is 0.880. (5) The reactants are Br[CH2:2][C:3]1[C:10]([N+:11]([O-:13])=[O:12])=[CH:9][CH:8]=[CH:7][C:4]=1[C:5]#[N:6].Cl.[CH3:15][NH:16][CH3:17].C(N(CC)CC)C. The catalyst is C(Cl)Cl. The product is [CH3:15][N:16]([CH2:2][C:3]1[C:10]([N+:11]([O-:13])=[O:12])=[CH:9][CH:8]=[CH:7][C:4]=1[C:5]#[N:6])[CH3:17]. The yield is 0.800. (6) The reactants are [Cl:1][C:2]1[CH:7]=[CH:6][N:5]=[C:4]([C:8]([NH:10][CH3:11])=[O:9])[CH:3]=1.[Li]CCCC.[C:25](O[C:25]([O:27][C:28]([CH3:31])([CH3:30])[CH3:29])=[O:26])([O:27][C:28]([CH3:31])([CH3:30])[CH3:29])=[O:26]. The catalyst is C1COCC1. The product is [Cl:1][C:2]1[CH:7]=[CH:6][N:5]=[C:4]([C:8]([N:10]([CH3:11])[C:25](=[O:26])[O:27][C:28]([CH3:29])([CH3:30])[CH3:31])=[O:9])[CH:3]=1. The yield is 0.540.